The task is: Predict the product of the given reaction.. This data is from Forward reaction prediction with 1.9M reactions from USPTO patents (1976-2016). (1) Given the reactants [C:1]([C:4]1[CH:5]=[CH:6][C:7]([Cl:17])=[C:8]([NH:10]C2C=CC=CC=2)[CH:9]=1)(=[O:3])[CH3:2].[CH3:18][S:19](Cl)(=[O:21])=[O:20], predict the reaction product. The product is: [C:1]([C:4]1[CH:5]=[CH:6][C:7]([Cl:17])=[C:8]([NH:10][S:19]([CH3:18])(=[O:21])=[O:20])[CH:9]=1)(=[O:3])[CH3:2]. (2) Given the reactants [ClH:1].[Cl:2][CH2:3][C:4]([N:6]1[CH2:11][CH2:10][N:9]([CH3:12])[CH2:8][CH2:7]1)=[O:5].Cl.[CH3:14][O:15][C:16]1[CH:17]=[C:18]([C:24]2[CH:25](C)[CH2:26][C:27](=[O:36])[N:28]([CH:30]3[CH2:35][CH2:34][NH:33][CH2:32][CH2:31]3)[N:29]=2)[CH:19]=[CH:20][C:21]=1[O:22][CH3:23].Cl.Cl.COC1C=C(C2C(C)CC(=O)N(C3CCN(CC4C=NC=CC=4)CC3)N=2)C=CC=1OC, predict the reaction product. The product is: [ClH:2].[ClH:1].[CH3:14][O:15][C:16]1[CH:17]=[C:18]([C:24]2[CH2:25][CH2:26][C:27](=[O:36])[N:28]([CH:30]3[CH2:31][CH2:32][N:33]([CH2:3][C:4]([N:6]4[CH2:11][CH2:10][N:9]([CH3:12])[CH2:8][CH2:7]4)=[O:5])[CH2:34][CH2:35]3)[N:29]=2)[CH:19]=[CH:20][C:21]=1[O:22][CH3:23]. (3) Given the reactants Cl[C:2]1[CH:10]=[C:9]2[C:5]([CH:6]=[N:7][N:8]2[S:11]([C:14]2[CH:19]=[CH:18][CH:17]=[CH:16][CH:15]=2)(=[O:13])=[O:12])=[C:4]([C:20]2[O:21][C:22]([C:25]([O:27][CH2:28][CH3:29])=[O:26])=[CH:23][N:24]=2)[CH:3]=1.[CH3:30][C:31]([Si:34]([CH3:48])([CH3:47])[N:35]1[C:43]2[C:38](=[C:39](B(O)O)[CH:40]=[CH:41][CH:42]=2)[CH:37]=[CH:36]1)([CH3:33])[CH3:32].[O-]P([O-])([O-])=O.[K+].[K+].[K+], predict the reaction product. The product is: [CH3:33][C:31]([Si:34]([CH3:48])([CH3:47])[N:35]1[C:43]2[C:38](=[C:39]([C:2]3[CH:10]=[C:9]4[C:5]([CH:6]=[N:7][N:8]4[S:11]([C:14]4[CH:15]=[CH:16][CH:17]=[CH:18][CH:19]=4)(=[O:13])=[O:12])=[C:4]([C:20]4[O:21][C:22]([C:25]([O:27][CH2:28][CH3:29])=[O:26])=[CH:23][N:24]=4)[CH:3]=3)[CH:40]=[CH:41][CH:42]=2)[CH:37]=[CH:36]1)([CH3:30])[CH3:32]. (4) Given the reactants [CH3:1][C:2]1[C:6]([CH3:7])=[C:5]([NH2:8])[O:4][N:3]=1.[S:9]1[C:13]([S:14](Cl)(=[O:16])=[O:15])=[CH:12][C:11]2[CH:18]=[CH:19][CH:20]=[CH:21][C:10]1=2.C(OCC)(=O)C, predict the reaction product. The product is: [CH3:1][C:2]1[C:6]([CH3:7])=[C:5]([NH:8][S:14]([C:13]2[S:9][C:10]3[CH:21]=[CH:20][CH:19]=[CH:18][C:11]=3[CH:12]=2)(=[O:15])=[O:16])[O:4][N:3]=1.